Task: Predict the reaction yield, written as a fraction of the theoretical maximum amount of product (1.0 means a 100% yield; for example, 0.34 means a 34% yield).. Dataset: Reaction yield outcomes from USPTO patents with 853,638 reactions (1) The reactants are [N:1]12[CH2:7][C:4]([C:8]([C:16]3[CH:21]=[CH:20][CH:19]=[CH:18][CH:17]=3)([C:10]3[CH:15]=[CH:14][CH:13]=[CH:12][CH:11]=3)[OH:9])([CH2:5][CH2:6]1)[CH2:3][CH2:2]2.[Br:22][CH2:23][CH:24]1[CH2:29][CH2:28][CH2:27][CH2:26][CH2:25]1. The catalyst is CC#N. The product is [Br-:22].[CH:24]1([CH2:23][N+:1]23[CH2:7][C:4]([C:8]([OH:9])([C:16]4[CH:21]=[CH:20][CH:19]=[CH:18][CH:17]=4)[C:10]4[CH:15]=[CH:14][CH:13]=[CH:12][CH:11]=4)([CH2:5][CH2:6]2)[CH2:3][CH2:2]3)[CH2:29][CH2:28][CH2:27][CH2:26][CH2:25]1. The yield is 0.130. (2) The reactants are [OH:1][C:2]1[CH:10]=[C:9]2[C:5]([CH2:6][N:7]([CH2:12][C@H:13]3[CH2:18][CH2:17][C@H:16]([C:19](N(OC)C)=[O:20])[CH2:15][CH2:14]3)[C:8]2=[O:11])=[CH:4][CH:3]=1.CC(C[AlH]CC(C)C)C. The catalyst is C(Cl)Cl. The product is [OH:1][C:2]1[CH:10]=[C:9]2[C:5]([CH2:6][N:7]([CH2:12][C@H:13]3[CH2:18][CH2:17][C@H:16]([CH:19]=[O:20])[CH2:15][CH2:14]3)[C:8]2=[O:11])=[CH:4][CH:3]=1. The yield is 0.760. (3) The reactants are [Br:1][C:2]1[CH:3]=[C:4]([CH:30]=[CH:31][CH:32]=1)[CH2:5][N:6]1[C:14]2[C:13](=[O:15])[N:12]([CH3:16])[C:11](=[O:17])[N:10]([CH3:18])[C:9]=2[N:8]=[C:7]1[CH:19](C(OCC)=O)[C:20]([O:22]CC)=[O:21].[OH-].[Na+]. The catalyst is Cl.C1COCC1. The product is [Br:1][C:2]1[CH:3]=[C:4]([CH:30]=[CH:31][CH:32]=1)[CH2:5][N:6]1[C:14]2[C:13](=[O:15])[N:12]([CH3:16])[C:11](=[O:17])[N:10]([CH3:18])[C:9]=2[N:8]=[C:7]1[CH2:19][C:20]([OH:22])=[O:21]. The yield is 0.550. (4) The reactants are Cl[C:2]1[N:3]=[C:4]([N:22]2[CH2:27][CH2:26][O:25][CH2:24][CH2:23]2)[C:5]2[S:10][C:9]([CH2:11][N:12]3[CH2:17][CH2:16][N:15]([S:18]([CH3:21])(=[O:20])=[O:19])[CH2:14][CH2:13]3)=[CH:8][C:6]=2[N:7]=1.C(OC(=O)[NH:34][C:35]1[S:36][C:37]([Sn](CCCC)(CCCC)CCCC)=[CH:38][N:39]=1)(C)(C)C. The catalyst is CC(N(C)C)=O.C1C=CC([P]([Pd]([P](C2C=CC=CC=2)(C2C=CC=CC=2)C2C=CC=CC=2)([P](C2C=CC=CC=2)(C2C=CC=CC=2)C2C=CC=CC=2)[P](C2C=CC=CC=2)(C2C=CC=CC=2)C2C=CC=CC=2)(C2C=CC=CC=2)C2C=CC=CC=2)=CC=1. The product is [CH3:21][S:18]([N:15]1[CH2:16][CH2:17][N:12]([CH2:11][C:9]2[S:10][C:5]3[C:4]([N:22]4[CH2:27][CH2:26][O:25][CH2:24][CH2:23]4)=[N:3][C:2]([C:37]4[S:36][C:35]([NH2:34])=[N:39][CH:38]=4)=[N:7][C:6]=3[CH:8]=2)[CH2:13][CH2:14]1)(=[O:20])=[O:19]. The yield is 0.360. (5) The reactants are Br[CH2:2][C:3]([CH3:5])=[CH2:4].[Br:6][C:7]1[CH:12]=[CH:11][C:10]([N+:13]([O-:15])=[O:14])=[CH:9][C:8]=1[NH:16][C:17](=[O:19])[CH3:18].C(=O)([O-])[O-].[K+].[K+]. The catalyst is CN(C=O)C. The product is [Br:6][C:7]1[CH:12]=[CH:11][C:10]([N+:13]([O-:15])=[O:14])=[CH:9][C:8]=1[N:16]([CH2:2][C:3]([CH3:5])=[CH2:4])[C:17](=[O:19])[CH3:18]. The yield is 0.850.